Task: Predict which catalyst facilitates the given reaction.. Dataset: Catalyst prediction with 721,799 reactions and 888 catalyst types from USPTO (1) Reactant: [C:1]([CH:3]1[C:12]2[CH2:11][CH2:10][C:9]3=[N:13][N:14]([CH2:16][C:17]4[C:22]([CH3:23])=[C:21]([O:24][CH3:25])[C:20]([CH3:26])=[CH:19][N:18]=4)[N:15]=[C:7]([C:8]=23)[C:6]([N:27](C(OC(C)(C)C)=O)C(OC(C)(C)C)=O)=[N:5][S:4]1)#[N:2].Cl.C(N(CC)CC)C.[N-:50]=[N+:51]=[N-:52].[Na+]. Product: [CH3:25][O:24][C:21]1[C:20]([CH3:26])=[CH:19][N:18]=[C:17]([CH2:16][N:14]2[N:13]=[C:9]3[CH2:10][CH2:11][C:12]4[CH:3]([C:1]5[NH:2][N:52]=[N:51][N:50]=5)[S:4][N:5]=[C:6]([NH2:27])[C:7]([C:8]=43)=[N:15]2)[C:22]=1[CH3:23]. The catalyst class is: 9. (2) Reactant: [CH3:1][C@@H:2]([NH:24]C(=O)OC(C)(C)C)[CH2:3][C:4]1[C:12]2[C:7](=[C:8]([O:13][C@@H:14]([CH3:23])[C:15]([N:17]3[CH2:22][CH2:21][O:20][CH2:19][CH2:18]3)=[O:16])[CH:9]=[CH:10][CH:11]=2)[NH:6][CH:5]=1.C(O)(=O)C(O)=O. Product: [CH3:1][C@@H:2]([NH2:24])[CH2:3][C:4]1[C:12]2[C:7](=[C:8]([O:13][C@@H:14]([CH3:23])[C:15]([N:17]3[CH2:22][CH2:21][O:20][CH2:19][CH2:18]3)=[O:16])[CH:9]=[CH:10][CH:11]=2)[NH:6][CH:5]=1. The catalyst class is: 10. (3) Product: [Cl:19][C:20]1[C:28]([O:29][CH2:30][CH3:31])=[C:27]([Cl:32])[CH:26]=[C:25]([F:33])[C:21]=1[C:22]([NH:8][C:4]1[N:3]([CH2:1][CH3:2])[CH:7]=[N:6][N:5]=1)=[O:23]. Reactant: [CH2:1]([N:3]1[CH:7]=[N:6][N:5]=[C:4]1[NH2:8])[CH3:2].[Li+].C[Si]([N-][Si](C)(C)C)(C)C.[Cl:19][C:20]1[C:28]([O:29][CH2:30][CH3:31])=[C:27]([Cl:32])[CH:26]=[C:25]([F:33])[C:21]=1[C:22](Cl)=[O:23]. The catalyst class is: 1. (4) Reactant: Br[C:2]1[CH:7]=[C:6]([CH2:8][O:9][C:10]([C:23]2[CH:28]=[CH:27][CH:26]=[CH:25][CH:24]=2)([C:17]2[CH:22]=[CH:21][CH:20]=[CH:19][CH:18]=2)[C:11]2[CH:16]=[CH:15][CH:14]=[CH:13][CH:12]=2)[CH:5]=[CH:4][C:3]=1[CH2:29][O:30][C:31]([C:44]1[CH:49]=[CH:48][CH:47]=[CH:46][CH:45]=1)([C:38]1[CH:43]=[CH:42][CH:41]=[CH:40][CH:39]=1)[C:32]1[CH:37]=[CH:36][CH:35]=[CH:34][CH:33]=1.C1CCCCC1.C([Li])(CC)C.[CH2:61]([O:68][CH:69]1[CH:74]([O:75][CH2:76][C:77]2[CH:82]=[CH:81][CH:80]=[CH:79][CH:78]=2)[CH:73]([O:83][CH2:84][C:85]2[CH:90]=[CH:89][CH:88]=[CH:87][CH:86]=2)[CH:72]([CH2:91][O:92][CH2:93][C:94]2[CH:99]=[CH:98][CH:97]=[CH:96][CH:95]=2)[O:71][C:70]1=[O:100])[C:62]1[CH:67]=[CH:66][CH:65]=[CH:64][CH:63]=1. Product: [CH2:61]([O:68][CH:69]1[CH:74]([O:75][CH2:76][C:77]2[CH:82]=[CH:81][CH:80]=[CH:79][CH:78]=2)[CH:73]([O:83][CH2:84][C:85]2[CH:86]=[CH:87][CH:88]=[CH:89][CH:90]=2)[CH:72]([CH2:91][O:92][CH2:93][C:94]2[CH:95]=[CH:96][CH:97]=[CH:98][CH:99]=2)[O:71][C:70]1([C:2]1[CH:7]=[C:6]([CH2:8][O:9][C:10]([C:11]2[CH:16]=[CH:15][CH:14]=[CH:13][CH:12]=2)([C:23]2[CH:24]=[CH:25][CH:26]=[CH:27][CH:28]=2)[C:17]2[CH:22]=[CH:21][CH:20]=[CH:19][CH:18]=2)[CH:5]=[CH:4][C:3]=1[CH2:29][O:30][C:31]([C:32]1[CH:33]=[CH:34][CH:35]=[CH:36][CH:37]=1)([C:38]1[CH:39]=[CH:40][CH:41]=[CH:42][CH:43]=1)[C:44]1[CH:49]=[CH:48][CH:47]=[CH:46][CH:45]=1)[OH:100])[C:62]1[CH:67]=[CH:66][CH:65]=[CH:64][CH:63]=1. The catalyst class is: 93. (5) Reactant: O1CCCC1.[H-].[Na+].[CH2:8]([N:15]1[CH2:20][CH2:19][C:18](=[O:21])[CH:17]([C:22]([O:24][CH3:25])=[O:23])[CH2:16]1)[C:9]1[CH:14]=[CH:13][CH:12]=[CH:11][CH:10]=1.C1C=CC(N([S:33]([C:36]([F:39])([F:38])[F:37])(=[O:35])=[O:34])[S:33]([C:36]([F:39])([F:38])[F:37])(=[O:35])=[O:34])=CC=1. Product: [CH2:8]([N:15]1[CH2:20][CH2:19][C:18]([O:21][S:33]([C:36]([F:39])([F:38])[F:37])(=[O:35])=[O:34])=[C:17]([C:22]([O:24][CH3:25])=[O:23])[CH2:16]1)[C:9]1[CH:10]=[CH:11][CH:12]=[CH:13][CH:14]=1. The catalyst class is: 84. (6) Reactant: C(N(CC)CC)C.[C:8]([O:11][CH2:12][CH2:13][C:14]1[CH:15]=[CH:16][CH:17]=[C:18]2[C:22]=1[N:21](C(OC(C)(C)C)=O)[CH:20]=[C:19]2[CH:30]=[O:31])(=[O:10])[CH3:9].[CH3:32][O:33][C:34]1[CH:35]=[C:36]([N:40]=[CH:41][C:42]2[CH:47]=[N:46][C:45]([O:48][CH3:49])=[CH:44][N:43]=2)[CH:37]=[N:38][CH:39]=1. Product: [C:8]([O:11][CH2:12][CH2:13][C:14]1[CH:15]=[CH:16][CH:17]=[C:18]2[C:22]=1[NH:21][CH:20]=[C:19]2[C:30](=[O:31])[CH:41]([C:42]1[CH:47]=[N:46][C:45]([O:48][CH3:49])=[CH:44][N:43]=1)[NH:40][C:36]1[CH:37]=[N:38][CH:39]=[C:34]([O:33][CH3:32])[CH:35]=1)(=[O:10])[CH3:9]. The catalyst class is: 433. (7) Reactant: [Br:1][C:2]1[CH:7]=[CH:6][CH:5]=[C:4]([N+:8]([O-])=O)[C:3]=1[F:11].[CH:12]([Mg]Br)=[CH2:13]. Product: [Br:1][C:2]1[C:3]([F:11])=[C:4]2[C:5]([CH:12]=[CH:13][NH:8]2)=[CH:6][CH:7]=1. The catalyst class is: 1.